Dataset: Peptide-MHC class I binding affinity with 185,985 pairs from IEDB/IMGT. Task: Regression. Given a peptide amino acid sequence and an MHC pseudo amino acid sequence, predict their binding affinity value. This is MHC class I binding data. (1) The peptide sequence is KLYERNTAF. The MHC is HLA-B15:01 with pseudo-sequence HLA-B15:01. The binding affinity (normalized) is 0.625. (2) The peptide sequence is NLFDWMHFL. The MHC is HLA-B57:01 with pseudo-sequence HLA-B57:01. The binding affinity (normalized) is 0.0847.